This data is from Reaction yield outcomes from USPTO patents with 853,638 reactions. The task is: Predict the reaction yield, written as a fraction of the theoretical maximum amount of product (1.0 means a 100% yield; for example, 0.34 means a 34% yield). (1) The reactants are C1C=CN=CC=1.F.[Si:8]([O:15][C@@H:16]([CH2:42][C@H:43]([O:71][Si:72]([C:75]([CH3:78])([CH3:77])[CH3:76])([CH3:74])[CH3:73])/[CH:44]=[CH:45]\[C@H:46]([CH3:70])[C@H:47]([O:62][Si:63]([C:66]([CH3:69])([CH3:68])[CH3:67])([CH3:65])[CH3:64])[C@@H:48]([CH3:61])[CH2:49][C@@H:50]([CH3:60])[CH2:51][O:52][Si](C(C)(C)C)(C)C)[C@H:17]([CH3:41])/[CH:18]=[CH:19]/[CH2:20][O:21][C:22]([C:35]1[CH:40]=[CH:39][CH:38]=[CH:37][CH:36]=1)([C:29]1[CH:34]=[CH:33][CH:32]=[CH:31][CH:30]=1)[C:23]1[CH:28]=[CH:27][CH:26]=[CH:25][CH:24]=1)([C:11]([CH3:14])([CH3:13])[CH3:12])([CH3:10])[CH3:9]. The catalyst is N1C=CC=CC=1.C1COCC1. The product is [Si:63]([O:62][C@@H:47]([C@@H:46]([CH3:70])/[CH:45]=[CH:44]\[C@@H:43]([O:71][Si:72]([C:75]([CH3:78])([CH3:76])[CH3:77])([CH3:74])[CH3:73])[CH2:42][C@H:16]([O:15][Si:8]([C:11]([CH3:14])([CH3:13])[CH3:12])([CH3:10])[CH3:9])[C@H:17]([CH3:41])/[CH:18]=[CH:19]/[CH2:20][O:21][C:22]([C:29]1[CH:30]=[CH:31][CH:32]=[CH:33][CH:34]=1)([C:23]1[CH:24]=[CH:25][CH:26]=[CH:27][CH:28]=1)[C:35]1[CH:40]=[CH:39][CH:38]=[CH:37][CH:36]=1)[C@@H:48]([CH3:61])[CH2:49][C@@H:50]([CH3:60])[CH2:51][OH:52])([C:66]([CH3:69])([CH3:67])[CH3:68])([CH3:65])[CH3:64]. The yield is 0.670. (2) The reactants are Cl[C:2]1[CH:3]=[CH:4][C:5]2[N:6]([C:8]([CH2:11][C:12]3[CH:13]=[C:14]4[C:19](=[CH:20][CH:21]=3)[N:18]=[CH:17][C:16]([C:22]3[CH:23]=[N:24][N:25]([CH3:27])[CH:26]=3)=[CH:15]4)=[N:9][N:10]=2)[N:7]=1.[CH:28](B1OC(C)(C)C(C)(C)O1)=[CH2:29].C(=O)([O-])[O-].[K+].[K+]. The catalyst is C1C=CC([PH+]([C]2[CH][CH][CH][CH]2)C2C=CC=CC=2)=CC=1.C1C=CC([PH+]([C]2[CH][CH][CH][CH]2)C2C=CC=CC=2)=CC=1.C(Cl)Cl.Cl[Pd]Cl.[Fe]. The product is [CH3:27][N:25]1[CH:26]=[C:22]([C:16]2[CH:17]=[N:18][C:19]3[C:14]([CH:15]=2)=[CH:13][C:12]([CH2:11][C:8]2[N:6]4[N:7]=[C:2]([CH:28]=[CH2:29])[CH:3]=[CH:4][C:5]4=[N:10][N:9]=2)=[CH:21][CH:20]=3)[CH:23]=[N:24]1. The yield is 0.190. (3) The reactants are [OH:1][C:2]1[CH:7]=[CH:6][C:5]([N:8]2[C:17]([CH3:18])=[CH:16][C:15]3[C:10](=[CH:11][CH:12]=[CH:13][CH:14]=3)[C:9]2=[O:19])=[CH:4][CH:3]=1.Br.Br[CH2:22][CH2:23][CH2:24][N:25]1[CH2:30][CH2:29][CH2:28][CH2:27][CH2:26]1.C(=O)([O-])[O-].[K+].[K+]. The catalyst is CN(C)C=O. The product is [CH3:18][C:17]1[N:8]([C:5]2[CH:6]=[CH:7][C:2]([O:1][CH2:22][CH2:23][CH2:24][N:25]3[CH2:30][CH2:29][CH2:28][CH2:27][CH2:26]3)=[CH:3][CH:4]=2)[C:9](=[O:19])[C:10]2[C:15]([CH:16]=1)=[CH:14][CH:13]=[CH:12][CH:11]=2. The yield is 0.400. (4) The reactants are [CH:1]1([C:6]([C:8]2[CH:13]=[CH:12][CH:11]=[CH:10][N:9]=2)=O)[CH2:5][CH2:4][CH2:3][CH2:2]1.[BH3-]C#[N:16].[Na+]. The catalyst is CO. The product is [CH:1]1([CH:6]([C:8]2[CH:13]=[CH:12][CH:11]=[CH:10][N:9]=2)[NH2:16])[CH2:5][CH2:4][CH2:3][CH2:2]1. The yield is 0.930. (5) The reactants are [C:1]([O:7][CH2:8][N:9]1[C:13]2[N:14]=[CH:15][N:16]=[C:17]([C:18]3[CH:19]=[N:20][N:21](/[C:23](/[CH:28]4[CH2:32][CH2:31][CH2:30][CH2:29]4)=[CH:24]\[C:25]([NH2:27])=[O:26])[CH:22]=3)[C:12]=2[CH:11]=[CH:10]1)(=[O:6])[C:2]([CH3:5])([CH3:4])[CH3:3].O1CCCC1.[H][H]. The catalyst is [Pd]. The product is [C:1]([O:7][CH2:8][N:9]1[C:13]2[N:14]=[CH:15][N:16]=[C:17]([C:18]3[CH:19]=[N:20][N:21]([CH:23]([CH:28]4[CH2:32][CH2:31][CH2:30][CH2:29]4)[CH2:24][C:25]([NH2:27])=[O:26])[CH:22]=3)[C:12]=2[CH:11]=[CH:10]1)(=[O:6])[C:2]([CH3:4])([CH3:5])[CH3:3]. The yield is 0.990. (6) The reactants are [CH:1]1([C:4]2[O:8][N:7]=[C:6]([NH2:9])[CH:5]=2)[CH2:3][CH2:2]1.CC1(C)C2C(=C(P(C3C=CC=CC=3)C3C=CC=CC=3)C=CC=2)OC2C(P(C3C=CC=CC=3)C3C=CC=CC=3)=CC=CC1=2.[C:52]([O:55][CH2:56][C:57]1[C:58]([N:72]2[CH2:83][CH2:82][N:81]3[C:74](=[CH:75][C:76]4[CH2:77][C:78]([CH3:85])([CH3:84])[CH2:79][C:80]=43)[C:73]2=[O:86])=[N:59][CH:60]=[CH:61][C:62]=1[C:63]1[CH:68]=[C:67](Br)[C:66](=[O:70])[N:65]([CH3:71])[CH:64]=1)(=[O:54])[CH3:53].C([O-])([O-])=O.[Cs+].[Cs+]. The catalyst is C1C=CC(/C=C/C(/C=C/C2C=CC=CC=2)=O)=CC=1.C1C=CC(/C=C/C(/C=C/C2C=CC=CC=2)=O)=CC=1.C1C=CC(/C=C/C(/C=C/C2C=CC=CC=2)=O)=CC=1.[Pd].[Pd].O1CCOCC1. The product is [C:52]([O:55][CH2:56][C:57]1[C:58]([N:72]2[CH2:83][CH2:82][N:81]3[C:74](=[CH:75][C:76]4[CH2:77][C:78]([CH3:85])([CH3:84])[CH2:79][C:80]=43)[C:73]2=[O:86])=[N:59][CH:60]=[CH:61][C:62]=1[C:63]1[CH:68]=[C:67]([NH:9][C:6]2[CH:5]=[C:4]([CH:1]3[CH2:3][CH2:2]3)[O:8][N:7]=2)[C:66](=[O:70])[N:65]([CH3:71])[CH:64]=1)(=[O:54])[CH3:53]. The yield is 0.320. (7) The reactants are [CH3:1][C:2]1[CH:3]=[C:4]([CH:7]=[CH:8][C:9]=1[N+:10]([O-])=O)[CH2:5][OH:6].[H][H]. The catalyst is CO.[Pd]. The product is [NH2:10][C:9]1[CH:8]=[CH:7][C:4]([CH2:5][OH:6])=[CH:3][C:2]=1[CH3:1]. The yield is 0.914.